From a dataset of Catalyst prediction with 721,799 reactions and 888 catalyst types from USPTO. Predict which catalyst facilitates the given reaction. (1) Reactant: C[O:2][C:3](=[O:49])[CH2:4][C@H:5]([OH:48])[CH2:6][C@H:7]([OH:47])[CH2:8][CH2:9][C:10]1[N:11]([CH:44]([CH3:46])[CH3:45])[C:12]([C:28](=[O:43])[NH:29][CH2:30][C:31]2[CH:36]=[CH:35][C:34]([C:37]([O:39][CH:40]([CH3:42])[CH3:41])=[O:38])=[CH:33][CH:32]=2)=[C:13]([C:22]2[CH:27]=[CH:26][CH:25]=[CH:24][CH:23]=2)[C:14]=1[C:15]1[CH:20]=[CH:19][C:18]([F:21])=[CH:17][CH:16]=1.C(O)C.O.[OH-].[Na+:55]. Product: [Na+:55].[F:21][C:18]1[CH:19]=[CH:20][C:15]([C:14]2[C:13]([C:22]3[CH:23]=[CH:24][CH:25]=[CH:26][CH:27]=3)=[C:12]([C:28](=[O:43])[NH:29][CH2:30][C:31]3[CH:36]=[CH:35][C:34]([C:37]([O:39][CH:40]([CH3:42])[CH3:41])=[O:38])=[CH:33][CH:32]=3)[N:11]([CH:44]([CH3:45])[CH3:46])[C:10]=2[CH2:9][CH2:8][C@@H:7]([OH:47])[CH2:6][C@@H:5]([OH:48])[CH2:4][C:3]([O-:49])=[O:2])=[CH:16][CH:17]=1. The catalyst class is: 100. (2) Reactant: [Cl:1][C:2]1[CH:10]=[C:9]2[C:5]([CH2:6][C:7](=[O:11])[NH:8]2)=[CH:4][CH:3]=1.[C:12]([NH:16][S:17]([CH2:20][O:21][C:22]1[CH:27]=[CH:26][C:25]([Cl:28])=[CH:24][C:23]=1[CH:29]=O)(=[O:19])=[O:18])([CH3:15])([CH3:14])[CH3:13].N1CCCC1. Product: [C:12]([NH:16][S:17]([CH2:20][O:21][C:22]1[CH:27]=[CH:26][C:25]([Cl:28])=[CH:24][C:23]=1/[CH:29]=[C:6]1\[C:7](=[O:11])[NH:8][C:9]2[C:5]\1=[CH:4][CH:3]=[C:2]([Cl:1])[CH:10]=2)(=[O:19])=[O:18])([CH3:15])([CH3:14])[CH3:13]. The catalyst class is: 5. (3) Reactant: C[O:2][C:3](=[O:34])[CH2:4][CH2:5][NH:6][C:7](=[O:33])[C:8]([CH3:32])([C:10]1[CH:15]=[CH:14][C:13]([CH2:16][CH2:17][CH2:18][NH:19][C@@H:20]([C:22]2[C:31]3[C:26](=[CH:27][CH:28]=[CH:29][CH:30]=3)[CH:25]=[CH:24][CH:23]=2)[CH3:21])=[CH:12][CH:11]=1)[CH3:9].[Li+].[OH-]. Product: [CH3:32][C:8]([CH3:9])([C:10]1[CH:11]=[CH:12][C:13]([CH2:16][CH2:17][CH2:18][NH:19][C@@H:20]([C:22]2[C:31]3[C:26](=[CH:27][CH:28]=[CH:29][CH:30]=3)[CH:25]=[CH:24][CH:23]=2)[CH3:21])=[CH:14][CH:15]=1)[C:7]([NH:6][CH2:5][CH2:4][C:3]([OH:34])=[O:2])=[O:33]. The catalyst class is: 24. (4) Reactant: [Br:1][C:2]1[C:3]2[N:4]([C:15](=[O:18])[NH:16][N:17]=2)[CH:5]=[CH:6][C:7]=1[C:8]1[CH:13]=[CH:12][C:11]([Cl:14])=[CH:10][CH:9]=1.Br[CH2:20][C:21]1[C:22]([CH3:31])=[N:23][C:24]([C:27]([F:30])([F:29])[F:28])=[CH:25][CH:26]=1.C([O-])([O-])=O.[K+].[K+]. Product: [Br:1][C:2]1[C:3]2[N:4]([C:15](=[O:18])[N:16]([CH2:20][C:21]3[C:22]([CH3:31])=[N:23][C:24]([C:27]([F:30])([F:28])[F:29])=[CH:25][CH:26]=3)[N:17]=2)[CH:5]=[CH:6][C:7]=1[C:8]1[CH:9]=[CH:10][C:11]([Cl:14])=[CH:12][CH:13]=1. The catalyst class is: 3. (5) Reactant: [H-].[Na+].[F:3][C:4]1[CH:5]=[C:6]([OH:10])[CH:7]=[CH:8][CH:9]=1.Cl[CH2:12][CH2:13][CH2:14][OH:15]. Product: [F:3][C:4]1[CH:5]=[C:6]([CH:7]=[CH:8][CH:9]=1)[O:10][CH2:12][CH2:13][CH2:14][OH:15]. The catalyst class is: 35. (6) Product: [CH3:21][N:22]([CH3:24])[CH:23]=[CH:17][C:16]([C:15]1[N:14]2[C:10]([O:11][CH:12]=[CH:13]2)=[N:9][C:8]=1[C:3]1[CH:4]=[CH:5][CH:6]=[CH:7][C:2]=1[Cl:1])=[O:18]. The catalyst class is: 13. Reactant: [Cl:1][C:2]1[CH:7]=[CH:6][CH:5]=[CH:4][C:3]=1[C:8]1[N:9]=[C:10]2[N:14]([C:15]=1[C:16](=[O:18])[CH3:17])[CH:13]=[CH:12][O:11]2.CO[CH:21](OC)[N:22]([CH3:24])[CH3:23]. (7) Reactant: [NH:1]1[C:5](=[O:6])[CH2:4][CH2:3][C@H:2]1[C:7]([O:9][C:10]([CH3:13])([CH3:12])[CH3:11])=[O:8].CN(C1C=CC=CN=1)C.[C:23](O[C:23]([O:25][C:26]([CH3:29])([CH3:28])[CH3:27])=[O:24])([O:25][C:26]([CH3:29])([CH3:28])[CH3:27])=[O:24]. Product: [C:26]([O:25][C:23]([N:1]1[C:5](=[O:6])[CH2:4][CH2:3][C@H:2]1[C:7]([O:9][C:10]([CH3:13])([CH3:12])[CH3:11])=[O:8])=[O:24])([CH3:29])([CH3:28])[CH3:27]. The catalyst class is: 10.